The task is: Predict the product of the given reaction.. This data is from Forward reaction prediction with 1.9M reactions from USPTO patents (1976-2016). (1) Given the reactants [C:1]([N:8]1[CH2:13][CH2:12][NH:11][CH2:10][CH2:9]1)([O:3][C:4]([CH3:7])([CH3:6])[CH3:5])=[O:2].C([O-])([O-])=O.[K+].[K+].Br[CH2:21][CH2:22][C:23]#[CH:24], predict the reaction product. The product is: [CH2:24]([N:11]1[CH2:10][CH2:9][N:8]([C:1]([O:3][C:4]([CH3:7])([CH3:6])[CH3:5])=[O:2])[CH2:13][CH2:12]1)[CH2:23][C:22]#[CH:21]. (2) Given the reactants [NH2:1][C:2]([CH3:19])([CH2:5][N:6]1[C:14]([O:15][CH3:16])=[C:13]2[C:8]([CH:9]=[C:10]([Cl:18])[CH:11]=[C:12]2[Cl:17])=[N:7]1)[C:3]#[N:4].[F:20][C:21]([F:32])([F:31])[C:22]1[CH:30]=[CH:29][C:25]([C:26](Cl)=[S:27])=[CH:24][CH:23]=1, predict the reaction product. The product is: [C:3]([C:2]([NH:1][C:26](=[S:27])[C:25]1[CH:24]=[CH:23][C:22]([C:21]([F:20])([F:31])[F:32])=[CH:30][CH:29]=1)([CH3:19])[CH2:5][N:6]1[C:14]([O:15][CH3:16])=[C:13]2[C:8]([CH:9]=[C:10]([Cl:18])[CH:11]=[C:12]2[Cl:17])=[N:7]1)#[N:4]. (3) Given the reactants CC1[N:3]([C:8]2[N:13]=[C:12]([CH2:14][CH2:15][C:16]3[CH:17]=[C:18]([N:22]4[CH2:27][CH2:26][N:25]([CH3:28])[CH2:24][CH2:23]4)[CH:19]=[N:20][CH:21]=3)[CH:11]=[C:10]([CH3:29])[CH:9]=2)C(C)=CC=1.NO.Cl, predict the reaction product. The product is: [CH3:29][C:10]1[CH:11]=[C:12]([CH2:14][CH2:15][C:16]2[CH:21]=[N:20][CH:19]=[C:18]([N:22]3[CH2:23][CH2:24][N:25]([CH3:28])[CH2:26][CH2:27]3)[CH:17]=2)[N:13]=[C:8]([NH2:3])[CH:9]=1. (4) Given the reactants [OH:1][C:2]1[CH:9]=[CH:8][C:5]([CH:6]=[O:7])=[CH:4][CH:3]=1.[N:10]1[CH:15]=[CH:14][CH:13]=[CH:12][C:11]=1[CH2:16]Cl.C(=O)([O-])[O-].[K+].[K+], predict the reaction product. The product is: [N:10]1[CH:15]=[CH:14][CH:13]=[CH:12][C:11]=1[CH2:16][O:1][C:2]1[CH:9]=[CH:8][C:5]([CH:6]=[O:7])=[CH:4][CH:3]=1. (5) Given the reactants I[C:2]1[CH:10]=[C:9]([C:11]([F:14])([F:13])[F:12])[CH:8]=[CH:7][C:3]=1[C:4]([OH:6])=[O:5].[C:15]1(B(O)O)[CH:20]=[CH:19][CH:18]=[CH:17][CH:16]=1.C(=O)([O-])[O-].[Na+].[Na+], predict the reaction product. The product is: [F:12][C:11]([F:14])([F:13])[C:9]1[CH:10]=[C:2]([C:15]2[CH:20]=[CH:19][CH:18]=[CH:17][CH:16]=2)[C:3]([C:4]([OH:6])=[O:5])=[CH:7][CH:8]=1.